Dataset: Reaction yield outcomes from USPTO patents with 853,638 reactions. Task: Predict the reaction yield, written as a fraction of the theoretical maximum amount of product (1.0 means a 100% yield; for example, 0.34 means a 34% yield). The reactants are [CH2:1]([O:8][C:9]1[C:18]2[N:17]=[CH:16][CH:15]=[CH:14][C:13]=2[C:12]([S:19](Cl)(=O)=O)=[CH:11][CH:10]=1)[C:2]1[CH:7]=[CH:6][CH:5]=[CH:4][CH:3]=1.C1(P(C2C=CC=CC=2)C2C=CC=CC=2)C=CC=CC=1.[BH4-].[Na+].[H-].[Na+].[CH3:46][C:47]1[CH:55]=[CH:54][C:50]([CH2:51][CH2:52]Br)=[CH:49][CH:48]=1. The catalyst is C1COCC1.C(OCC)C. The product is [CH2:1]([O:8][C:9]1[CH:10]=[CH:11][C:12]([S:19][CH2:52][CH2:51][C:50]2[CH:54]=[CH:55][C:47]([CH3:46])=[CH:48][CH:49]=2)=[C:13]2[C:18]=1[N:17]=[CH:16][CH:15]=[CH:14]2)[C:2]1[CH:7]=[CH:6][CH:5]=[CH:4][CH:3]=1. The yield is 0.310.